This data is from Full USPTO retrosynthesis dataset with 1.9M reactions from patents (1976-2016). The task is: Predict the reactants needed to synthesize the given product. The reactants are: [CH3:1][N:2]([CH3:19])[CH2:3][C:4]([N:6]1[C:15]2[C:10](=[CH:11][CH:12]=[C:13]([N+:16]([O-:18])=[O:17])[CH:14]=2)[CH2:9][CH2:8][CH2:7]1)=O.Cl.O. Given the product [CH3:1][N:2]([CH3:19])[CH2:3][CH2:4][N:6]1[C:15]2[C:10](=[CH:11][CH:12]=[C:13]([N+:16]([O-:18])=[O:17])[CH:14]=2)[CH2:9][CH2:8][CH2:7]1, predict the reactants needed to synthesize it.